This data is from Forward reaction prediction with 1.9M reactions from USPTO patents (1976-2016). The task is: Predict the product of the given reaction. (1) Given the reactants C(S[C:4]1[CH:10]=[C:9]([C:11]2[C:12]([C:17]3[CH:22]=[CH:21][CH:20]=[CH:19][C:18]=3[F:23])=[N:13][N:14]([CH3:16])[CH:15]=2)[CH:8]=[CH:7][C:5]=1[NH2:6])C.[CH:24]1C=C(Cl)C=C(C(OO)=O)[CH:25]=1.[S:35]([O-:39])([O-])(=[O:37])=S.[Na+].[Na+].C([O-])(O)=O.[Na+], predict the reaction product. The product is: [CH2:24]([S:35]([C:7]1[CH:8]=[C:9]([C:11]2[C:12]([C:17]3[CH:22]=[CH:21][CH:20]=[CH:19][C:18]=3[F:23])=[N:13][N:14]([CH3:16])[CH:15]=2)[CH:10]=[CH:4][C:5]=1[NH2:6])(=[O:39])=[O:37])[CH3:25]. (2) Given the reactants [OH-].[K+].[F:3][C:4]([F:24])([F:23])[C:5]1[CH:10]=[C:9]([C:11]([F:14])([F:13])[F:12])[CH:8]=[CH:7][C:6]=1[CH2:15][CH2:16][C:17]#[C:18][Si](C)(C)C.Cl, predict the reaction product. The product is: [CH2:15]([C:6]1[CH:7]=[CH:8][C:9]([C:11]([F:12])([F:14])[F:13])=[CH:10][C:5]=1[C:4]([F:3])([F:23])[F:24])[CH2:16][C:17]#[CH:18]. (3) Given the reactants [Br:1][C:2]1[C:11]2[C:6](=[CH:7][C:8]([C:12]3[N:13]=[C:14]([C:17]4[CH:22]=[CH:21][CH:20]=[CH:19][CH:18]=4)[S:15][CH:16]=3)=[CH:9][CH:10]=2)[CH:5]=[CH:4][C:3]=1[O:23][CH2:24][C:25]#[N:26].[N-:27]=[N+:28]=[N-:29].[Na+].[Cl-].[NH4+], predict the reaction product. The product is: [Br:1][C:2]1[C:11]2[C:6](=[CH:7][C:8]([C:12]3[N:13]=[C:14]([C:17]4[CH:22]=[CH:21][CH:20]=[CH:19][CH:18]=4)[S:15][CH:16]=3)=[CH:9][CH:10]=2)[CH:5]=[CH:4][C:3]=1[O:23][CH2:24][C:25]1[NH:29][N:28]=[N:27][N:26]=1.